Predict the reactants needed to synthesize the given product. From a dataset of Full USPTO retrosynthesis dataset with 1.9M reactions from patents (1976-2016). (1) Given the product [CH:1]1([C:7]2[C:11]([CH2:12][CH2:13][CH2:14][O:15][C:27]3[C:31]([CH2:32][C:33]([OH:35])=[O:34])=[CH:30][N:29]([CH3:37])[N:28]=3)=[CH:10][N:9]([C:16]3[CH:21]=[CH:20][C:19]([C:22]([F:23])([F:24])[F:25])=[CH:18][N:17]=3)[N:8]=2)[CH2:6][CH2:5][CH2:4][CH2:3][CH2:2]1, predict the reactants needed to synthesize it. The reactants are: [CH:1]1([C:7]2[C:11]([CH2:12][CH2:13][CH2:14][OH:15])=[CH:10][N:9]([C:16]3[CH:21]=[CH:20][C:19]([C:22]([F:25])([F:24])[F:23])=[CH:18][N:17]=3)[N:8]=2)[CH2:6][CH2:5][CH2:4][CH2:3][CH2:2]1.O[C:27]1[C:31]([CH2:32][C:33]([O:35]C)=[O:34])=[CH:30][N:29]([CH3:37])[N:28]=1.C(P(CCCC)CCCC)CCC.N(C(N1CCCCC1)=O)=NC(N1CCCCC1)=O. (2) Given the product [N+:31]([C:34]1[CH:35]=[C:36]([C:37]2[O:2][C:3]3[CH:28]=[C:27]([O:29][CH3:30])[CH:26]=[CH:25][C:4]=3[CH:5]=2)[CH:40]=[CH:41][N:42]=1)([O-:33])=[O:32], predict the reactants needed to synthesize it. The reactants are: [Br-].[OH:2][C:3]1[CH:28]=[C:27]([O:29][CH3:30])[CH:26]=[CH:25][C:4]=1[CH2:5][P+](C1C=CC=CC=1)(C1C=CC=CC=1)C1C=CC=CC=1.[N+:31]([C:34]1[CH:35]=[C:36]([CH:40]=[CH:41][N:42]=1)[C:37](Cl)=O)([O-:33])=[O:32]. (3) Given the product [Cl:8][CH2:9][C:10]([O:5][CH2:4][CH2:3][C:2]([O:7][C:10](=[O:11])[CH2:9][Cl:8])([CH3:6])[CH3:1])=[O:11], predict the reactants needed to synthesize it. The reactants are: [CH3:1][C:2]([OH:7])([CH3:6])[CH2:3][CH2:4][OH:5].[Cl:8][CH2:9][C:10](O[C:10](=[O:11])[CH2:9][Cl:8])=[O:11]. (4) The reactants are: [C:1]([O:5][C:6]([NH:8][CH2:9][C:10]1[CH:15]=[CH:14][C:13]([NH:16][C:17](=[O:27])[CH2:18][CH2:19][CH2:20][CH2:21][CH2:22][CH2:23][C:24]([O-:26])=[O:25])=[CH:12][CH:11]=1)=[O:7])([CH3:4])([CH3:3])[CH3:2].[OH-].[Na+]. Given the product [C:1]([O:5][C:6]([NH:8][CH2:9][C:10]1[CH:11]=[CH:12][C:13]([NH:16][C:17](=[O:27])[CH2:18][CH2:19][CH2:20][CH2:21][CH2:22][CH2:23][C:24]([OH:26])=[O:25])=[CH:14][CH:15]=1)=[O:7])([CH3:4])([CH3:2])[CH3:3], predict the reactants needed to synthesize it. (5) Given the product [C:20]([C:2]1[CH:3]=[CH:4][C:5]2[O:11][CH2:10][CH2:9][N:8]([C:12]([O:14][C:15]([CH3:18])([CH3:17])[CH3:16])=[O:13])[CH2:7][C:6]=2[CH:19]=1)#[N:21], predict the reactants needed to synthesize it. The reactants are: Br[C:2]1[CH:3]=[CH:4][C:5]2[O:11][CH2:10][CH2:9][N:8]([C:12]([O:14][C:15]([CH3:18])([CH3:17])[CH3:16])=[O:13])[CH2:7][C:6]=2[CH:19]=1.[CH3:20][N:21](C=O)C. (6) Given the product [Cl:19][CH2:20][C:21]([NH:5][C:4]1[CH:6]=[CH:7][C:8]([O:10][CH3:11])=[CH:9][C:3]=1[O:2][CH3:1])=[O:22], predict the reactants needed to synthesize it. The reactants are: [CH3:1][O:2][C:3]1[CH:9]=[C:8]([O:10][CH3:11])[CH:7]=[CH:6][C:4]=1[NH2:5].C(N(CC)CC)C.[Cl:19][CH2:20][C:21](Cl)=[O:22]. (7) Given the product [C:18]([O:17][C@H:16]1[C:11]([C:8]2[CH:9]=[CH:10][C:5]([F:4])=[CH:6][CH:7]=2)=[CH:12][CH2:13][NH:14][CH2:15]1)(=[O:23])[C:19]([CH3:22])([CH3:21])[CH3:20], predict the reactants needed to synthesize it. The reactants are: ClCCl.[F:4][C:5]1[CH:10]=[CH:9][C:8]([C:11]2[C@H:16]([O:17][C:18](=[O:23])[C:19]([CH3:22])([CH3:21])[CH3:20])[CH2:15][N:14](C(OC(C)(C)C)=O)[CH2:13][CH:12]=2)=[CH:7][CH:6]=1.FC(F)(F)C(O)=O.C(=O)(O)[O-].[Na+].